This data is from Forward reaction prediction with 1.9M reactions from USPTO patents (1976-2016). The task is: Predict the product of the given reaction. (1) Given the reactants Br[C:2]1[CH:7]=[CH:6][CH:5]=[C:4]([Br:8])[CH:3]=1.[CH3:9][N:10]1[CH2:15][CH2:14][NH:13][CH2:12][CH2:11]1.C1CCN2C(=NCCC2)CC1.CC(C)([O-])C.[Na+].N1CCNCC1, predict the reaction product. The product is: [Br:8][C:4]1[CH:3]=[C:2]([N:13]2[CH2:14][CH2:15][N:10]([CH3:9])[CH2:11][CH2:12]2)[CH:7]=[CH:6][CH:5]=1. (2) Given the reactants C(=O)([O-])[O-].[Na+].[Na+].[Br:7][C:8]1[CH:13]=[CH:12][CH:11]=[CH:10][C:9]=1B(O)O.FC(F)(F)S(O[C:23]1[CH2:28][C:27]([CH3:30])([CH3:29])[CH2:26][C:25]([CH3:32])([CH3:31])[CH:24]=1)(=O)=O, predict the reaction product. The product is: [Br:7][C:8]1[CH:13]=[CH:12][CH:11]=[CH:10][C:9]=1[C:23]1[CH2:28][C:27]([CH3:30])([CH3:29])[CH2:26][C:25]([CH3:32])([CH3:31])[CH:24]=1. (3) The product is: [F:6][C:7]1[CH:8]=[C:9]([CH:10]=[CH2:2])[CH:12]=[C:13]([C:15]([F:18])([F:17])[F:16])[CH:14]=1. Given the reactants [Li][CH2:2]CCC.[F:6][C:7]1[CH:8]=[C:9]([CH:12]=[C:13]([C:15]([F:18])([F:17])[F:16])[CH:14]=1)[CH:10]=O, predict the reaction product. (4) Given the reactants [OH-].[Na+].[CH2:3]([O:7][C:8]1[CH:36]=[CH:35][C:11]([C:12]([NH:14][CH2:15][C:16]([N:25]2[CH2:30][CH2:29][N:28]([S:31]([CH3:34])(=[O:33])=[O:32])[CH2:27][CH2:26]2)(C(OC)=O)[C:17]([O:19]C)=[O:18])=[O:13])=[CH:10][CH:9]=1)[C:4]#[C:5][CH3:6].Cl, predict the reaction product. The product is: [CH2:3]([O:7][C:8]1[CH:9]=[CH:10][C:11]([C:12]([NH:14][CH2:15][CH:16]([N:25]2[CH2:30][CH2:29][N:28]([S:31]([CH3:34])(=[O:33])=[O:32])[CH2:27][CH2:26]2)[C:17]([OH:19])=[O:18])=[O:13])=[CH:35][CH:36]=1)[C:4]#[C:5][CH3:6]. (5) Given the reactants [CH3:1][NH:2][C:3]1[CH:8]=[CH:7][C:6]([N:9]2[CH2:14][CH2:13][CH:12]([C:15]([F:18])([F:17])[F:16])[CH2:11][CH2:10]2)=[CH:5][C:4]=1[N+:19]([O-])=O, predict the reaction product. The product is: [CH3:1][NH:2][C:3]1[CH:8]=[CH:7][C:6]([N:9]2[CH2:10][CH2:11][CH:12]([C:15]([F:18])([F:16])[F:17])[CH2:13][CH2:14]2)=[CH:5][C:4]=1[NH2:19]. (6) Given the reactants [C:1]([C:3]1[C@@H:8]([C:9]2[CH:14]=[CH:13][C:12]([C:15]#[N:16])=[CH:11][C:10]=2[S:17]([CH3:20])(=[O:19])=[O:18])[N:7]([CH2:21][C:22]([OH:24])=O)[C:6](=[O:25])[N:5]([C:26]2[CH:31]=[CH:30][CH:29]=[C:28]([C:32]([F:35])([F:34])[F:33])[CH:27]=2)[C:4]=1[CH3:36])#[N:2].C[N:38](C(ON1N=NC2C=CC=NC1=2)=[N+](C)C)C.F[P-](F)(F)(F)(F)F.[Cl-].[NH4+].C(N(CC)C(C)C)(C)C, predict the reaction product. The product is: [C:1]([C:3]1[C@@H:8]([C:9]2[CH:14]=[CH:13][C:12]([C:15]#[N:16])=[CH:11][C:10]=2[S:17]([CH3:20])(=[O:19])=[O:18])[N:7]([CH2:21][C:22]([NH2:38])=[O:24])[C:6](=[O:25])[N:5]([C:26]2[CH:31]=[CH:30][CH:29]=[C:28]([C:32]([F:33])([F:34])[F:35])[CH:27]=2)[C:4]=1[CH3:36])#[N:2]. (7) Given the reactants [CH2:1]([N:8]1[C:16]2[C:11](=[CH:12][C:13]([O:17][CH3:18])=[CH:14][CH:15]=2)[C:10]([CH2:19]O)=[N:9]1)[C:2]1[CH:7]=[CH:6][CH:5]=[CH:4][CH:3]=1.S(Cl)([Cl:23])=O, predict the reaction product. The product is: [CH2:1]([N:8]1[C:16]2[C:11](=[CH:12][C:13]([O:17][CH3:18])=[CH:14][CH:15]=2)[C:10]([CH2:19][Cl:23])=[N:9]1)[C:2]1[CH:7]=[CH:6][CH:5]=[CH:4][CH:3]=1.